Dataset: CYP2D6 inhibition data for predicting drug metabolism from PubChem BioAssay. Task: Regression/Classification. Given a drug SMILES string, predict its absorption, distribution, metabolism, or excretion properties. Task type varies by dataset: regression for continuous measurements (e.g., permeability, clearance, half-life) or binary classification for categorical outcomes (e.g., BBB penetration, CYP inhibition). Dataset: cyp2d6_veith. (1) The molecule is Cc1ccc2c(c1)N(CC(=O)NC1CCCc3ccccc31)C(=O)CO2. The result is 1 (inhibitor). (2) The compound is CN(C)CCCc1c2ccccc2nc2ccc(Cl)cc12.O=P(O)(O)O. The result is 1 (inhibitor). (3) The molecule is Cc1cc(Cl)ccc1OCC(=O)Nc1nc(N)nc(N)n1. The result is 0 (non-inhibitor). (4) The compound is C=C1C/C(=C\C)C(=O)O[C@@H]2CCN3CC=C(COC(=O)[C@@]1(C)O)[C@H]23. The result is 0 (non-inhibitor).